The task is: Binary Classification. Given a miRNA mature sequence and a target amino acid sequence, predict their likelihood of interaction.. This data is from Experimentally validated miRNA-target interactions with 360,000+ pairs, plus equal number of negative samples. (1) The miRNA is hsa-miR-7846-3p with sequence CAGCGGAGCCUGGAGAGAAGG. The protein sequence of the target gene is MAAAEAANCIMENFVATLANGMSLQPPLEEVSCGQAESSEKPNAEDMTSKDYYFDSYAHFGIHEEMLKDEVRTLTYRNSMFHNRHLFKDKVVLDVGSGTGILCMFAAKAGARKVIGIECSSISDYAVKIVKANKLDHVVTIIKGKVEEVELPVEKVDIIISEWMGYCLFYESMLNTVLYARDKWLAPDGLIFPDRATLYVTAIEDRQYKDYKIHWWENVYGFDMSCIKDVAIKEPLVDVVDPKQLVTNACLIKEVDIYTVKVEDLTFTSPFCLQVKRNDYVHALVAYFNIEFTRCHKRTG.... Result: 0 (no interaction). (2) The protein sequence of the target gene is MMSFGSADALLGAPFAPLHGGGSLHYSLSRKAGPGGTRSAAGSSSGFHSWARTSVSSVSASPSRFRGAASSTDSLDTLSNGPEGCVVAAVAARSEKEQLQALNDRFAGYIDKVRQLEAHNRSLEGEAAALRQQQAGRAAMGELYEREVREMRGAVLRLGAARGQLRLEQEHLLEDIAHVRQRLDEEARQREEAEAAARALARFAQEAEAARVELQKKAQALQEECGYLRRHHQEEVGELLGQIQGCGAAQAQAQAEARDALKCDVTSALREIRAQLEGHAVQSTLQSEEWFRVRLDRLSE.... Result: 0 (no interaction). The miRNA is hsa-miR-4652-3p with sequence GUUCUGUUAACCCAUCCCCUCA. (3) The protein sequence of the target gene is MPGSALLCCLLLLTGMRISRGQYSREDNNCTHFPVGQSHMLLELRTAFSQVKTFFQTKDQLDNILLTDSLMQDFKGYLGCQALSEMIQFYLVEVMPQAEKHGPEIKEHLNSLGEKLKTLRMRLRRCHRFLPCENKSKAVEQVKSDFNKLQDQGVYKAMNEFDIFINCIEAYMMIKMKS. Result: 0 (no interaction). The miRNA is hsa-miR-320c with sequence AAAAGCUGGGUUGAGAGGGU. (4) The miRNA is hsa-miR-548c-5p with sequence AAAAGUAAUUGCGGUUUUUGCC. The protein sequence of the target gene is MSFVESWRFAGARRRRQVTPGPATRPGYSDYTQGDSWGEGEGDEDEGCDQVARDLRAEFSARASSETKRAPLLPRVGDGSPVLPDKRNGIFPATAAKRTQARRWPIQALSILCSLLFAVLLAFLLAIAYMIVKELHAENLKNEDDIHTGLLGFWSLLIISLTAGLSCCSFSWTVTYFDSFEPGMFPPTPLSPARFKKLTGHSFHMGYSMAILNGIVAALTVAWCLM. Result: 0 (no interaction). (5) The miRNA is mmu-miR-340-5p with sequence UUAUAAAGCAAUGAGACUGAUU. The protein sequence of the target gene is MFSPGQEEPSAPNKEPVKYRELVVLGYNGALPNGDRGRRKSRFALYKRTYASGVKPSTIHMVSTPQASKAISSRGHHSISYTLSRSQTVVVEYTHDKDTDMFQVGRSTESPIDFVVTDTVSGGQNEDAQITQSTISRFACRIVCDRNEPYTARIFAAGFDSSKNIFLGEKAAKWKNPDGHMDGLTTNGVLVMHPQGGFTEESQPGVWREISVCGDVYTLRETRSAQQRGKLVESETNVLQDGSLIDLCGATLLWRTADGLFHAPTQKHIEALRQEINAARPQCPVGLNTLAFPSINRKEV.... Result: 1 (interaction). (6) The miRNA is hsa-miR-4276 with sequence CUCAGUGACUCAUGUGC. The protein sequence of the target gene is MFSQVPRTPASGCYYLNSMTPEGQEMYLRFDQTTRRSPYRMSRILARHQLVTKIQQEIEAKEACDWLRAAGFPQYAQLYEDSQFPINIVAVKNDHDFLEKDLVEPLCRRLNTLNKCASMKLDVNFQRKKGDDSDEEDLCISNKWTFQRTSRRWSRVDDLYTLLPRGDRNGSPGGTGMRNTTSSESVLTDLSEPEVCSIHSESSGGSDSRSQPGQCCTDNPVMLDAPLVSSSLPQPPRDVLNHPFHPKNEKPTRARAKSFLKRMETLRGKGAHGRHKGSGRTGGLVISGPMLQQEPESFKA.... Result: 1 (interaction). (7) The miRNA is hsa-miR-3156-5p with sequence AAAGAUCUGGAAGUGGGAGACA. The protein sequence of the target gene is MDLGSSSDSAPDCWDQVDMEAPGSAPSGDGIAPAAMAAAEAAEAEAQRKHLSLAFSSQLNIHAKPFVPSVSAAEFVPSFLPGSAQPPAPTASSCDETCIGGAGEPEGKRMEWGAPVEPSKDGPLVSWEGSSSVVTMELSEPVVENGEVEMALEESWELKEVSEAKPEASLGDAGPPEESVKEVMEEKEEVRKSKSVSIPSGAPKKEHVNVVFIGHVDAGKSTIGGQIMFLTGMVDRRTLEKYEREAKEKNRETWYLSWALDTNQEERDKGKTVEVGRAYFETEKKHFTILDAPGHKSFVP.... Result: 0 (no interaction). (8) The miRNA is hsa-miR-5579-3p with sequence UUAGCUUAAGGAGUACCAGAUC. The protein sequence of the target gene is MNDEDYSTIYDTIQNERTYEVPDQPEENESPHYDDVHEYLRPENDLYATQLNTHEYDFVSVYTIKGEETSLASVQSEDRGYLLPDEIYSELQEAHPGEPQEDRGISMEGLYSSTQDQQLCAAELQENGSVMKEDLPSPSSFTIQHSKAFSTTKYSCYSDAEGLEEKEGAHMNPEIYLFVKAGIDGESIGNCPFSQRLFMILWLKGVVFNVTTVDLKRKPADLHNLAPGTHPPFLTFNGDVKTDVNKIEEFLEETLTPEKYPKLAAKHRESNTAGIDIFSKFSAYIKNTKQQNNAALERGL.... Result: 1 (interaction). (9) The miRNA is mmu-miR-7a-5p with sequence UGGAAGACUAGUGAUUUUGUUGU. The protein sequence of the target gene is MEPHLLGLLLGLLLSGTRVLAGYPIWWSLALGQQYTSLASQPLLCGSIPGLVPKQLRFCRNYIEIMPSVAEGVKLGIQECQHQFRGRRWNCTTIDDSLAIFGPVLDKATRESAFVHAIASAGVAFAVTRSCAEGTSTICGCDSHHKGPPGEGWKWGGCSEDADFGVLVSREFADARENRPDARSAMNKHNNEAGRTTILDHMHLKCKCHGLSGSCEVKTCWWAQPDFRAIGDFLKDKYDSASEMVVEKHRESRGWVETLRAKYALFKPPTERDLVYYENSPNFCEPNPETGSFGTRDRTC.... Result: 0 (no interaction).